Dataset: Peptide-MHC class II binding affinity with 134,281 pairs from IEDB. Task: Regression. Given a peptide amino acid sequence and an MHC pseudo amino acid sequence, predict their binding affinity value. This is MHC class II binding data. (1) The MHC is HLA-DQA10101-DQB10501 with pseudo-sequence HLA-DQA10101-DQB10501. The binding affinity (normalized) is 0.218. The peptide sequence is TRILTIPQSLDSWWT. (2) The binding affinity (normalized) is 0.468. The MHC is HLA-DQA10301-DQB10302 with pseudo-sequence HLA-DQA10301-DQB10302. The peptide sequence is INEPTAAAIAYGLDR. (3) The peptide sequence is EEDIEIIPIQEEEY. The MHC is DRB1_0701 with pseudo-sequence DRB1_0701. The binding affinity (normalized) is 0. (4) The binding affinity (normalized) is 0.401. The MHC is DRB1_1101 with pseudo-sequence DRB1_1101. The peptide sequence is EVYTQLCDHRLMSAA. (5) The peptide sequence is TDTTPFGQQRVFKEK. The MHC is DRB1_0802 with pseudo-sequence DRB1_0802. The binding affinity (normalized) is 0. (6) The peptide sequence is ASQKRPSQRHGSKYL. The MHC is H-2-IAu with pseudo-sequence H-2-IAu. The binding affinity (normalized) is 0.122.